From a dataset of Peptide-MHC class I binding affinity with 185,985 pairs from IEDB/IMGT. Regression. Given a peptide amino acid sequence and an MHC pseudo amino acid sequence, predict their binding affinity value. This is MHC class I binding data. (1) The peptide sequence is YPILPEYL. The MHC is H-2-Kb with pseudo-sequence H-2-Kb. The binding affinity (normalized) is 0.0735. (2) The peptide sequence is AENLWVTVYY. The MHC is HLA-B40:01 with pseudo-sequence HLA-B40:01. The binding affinity (normalized) is 0.422.